This data is from Reaction yield outcomes from USPTO patents with 853,638 reactions. The task is: Predict the reaction yield, written as a fraction of the theoretical maximum amount of product (1.0 means a 100% yield; for example, 0.34 means a 34% yield). (1) The reactants are [F:1][C:2]1[CH:7]=[C:6]([O:8][CH2:9][CH:10]2[CH2:15][CH2:14][N:13]([CH2:16][C:17]3([C:21]([F:24])([F:23])[F:22])[CH2:20][CH2:19][CH2:18]3)[CH2:12][CH2:11]2)[CH:5]=[CH:4][C:3]=1[C:25]1[CH:30]=[CH:29][C:28]([C:31](O)=[O:32])=[C:27]([F:34])[CH:26]=1.[NH:35]1[CH2:39][CH2:38][CH2:37][C@@H:36]1[CH2:40][OH:41].C1C=CC2N(O)N=NC=2C=1.C(Cl)CCl.CCN(C(C)C)C(C)C. The catalyst is C(Cl)Cl.O. The product is [F:1][C:2]1[CH:7]=[C:6]([O:8][CH2:9][CH:10]2[CH2:15][CH2:14][N:13]([CH2:16][C:17]3([C:21]([F:23])([F:24])[F:22])[CH2:18][CH2:19][CH2:20]3)[CH2:12][CH2:11]2)[CH:5]=[CH:4][C:3]=1[C:25]1[CH:30]=[CH:29][C:28]([C:31]([N:35]2[CH2:39][CH2:38][CH2:37][C@@H:36]2[CH2:40][OH:41])=[O:32])=[C:27]([F:34])[CH:26]=1. The yield is 0.900. (2) The reactants are [NH:1]1[CH:5]=[C:4]([C:6]2[C:7]([C:12]3[CH:17]=[CH:16][CH:15]=[CH:14][CH:13]=3)=[N:8][O:9][C:10]=2[CH3:11])[N:3]=[CH:2]1.[F:18][C:19]1[CH:20]=[C:21](B(O)O)[CH:22]=[CH:23][CH:24]=1. No catalyst specified. The product is [F:18][C:19]1[CH:24]=[C:23]([N:1]2[CH:5]=[C:4]([C:6]3[C:7]([C:12]4[CH:13]=[CH:14][CH:15]=[CH:16][CH:17]=4)=[N:8][O:9][C:10]=3[CH3:11])[N:3]=[CH:2]2)[CH:22]=[CH:21][CH:20]=1. The yield is 0.250. (3) The reactants are [NH2:1][C:2]1[CH:7]=[CH:6][C:5]([C:8]2[N:13]=[C:12]([N:14]3[CH2:19][CH2:18][O:17][CH2:16][CH2:15]3)[N:11]=[C:10]([C:20]3[CH:25]=[CH:24][C:23]([NH:26][C:27]([NH:29][CH3:30])=[O:28])=[CH:22][CH:21]=3)[N:9]=2)=[CH:4][CH:3]=1.[C:31]([C:34]1[CH:35]=[C:36]([NH:40][C:41](=[O:49])OC2C=CC=CC=2)[CH:37]=[CH:38][CH:39]=1)(=[O:33])[NH2:32]. The yield is 0.0400. No catalyst specified. The product is [CH3:30][NH:29][C:27]([NH:26][C:23]1[CH:22]=[CH:21][C:20]([C:10]2[N:11]=[C:12]([N:14]3[CH2:15][CH2:16][O:17][CH2:18][CH2:19]3)[N:13]=[C:8]([C:5]3[CH:4]=[CH:3][C:2]([NH:1][C:41]([NH:40][C:36]4[CH:35]=[C:34]([CH:39]=[CH:38][CH:37]=4)[C:31]([NH2:32])=[O:33])=[O:49])=[CH:7][CH:6]=3)[N:9]=2)=[CH:25][CH:24]=1)=[O:28]. (4) The reactants are [Br:1][C:2]1[C:3]([CH3:18])=[C:4]([NH:8][C:9](=O)[C:10]2[CH:15]=[CH:14][CH:13]=[CH:12][C:11]=2[F:16])[CH:5]=[CH:6][CH:7]=1.COC1C=CC(P2(=S)SP(=S)(C3C=CC(OC)=CC=3)[S:28]2)=CC=1. The catalyst is C1(C)C=CC=CC=1. The product is [Br:1][C:2]1[C:3]([CH3:18])=[C:4]([NH:8][C:9](=[S:28])[C:10]2[CH:15]=[CH:14][CH:13]=[CH:12][C:11]=2[F:16])[CH:5]=[CH:6][CH:7]=1. The yield is 0.900. (5) The reactants are [NH2:1][C@:2]1([CH2:22][OH:23])[CH2:6][CH2:5][C@@H:4]([C:7]2[CH:12]=[CH:11][C:10]([O:13][CH2:14][CH2:15][CH2:16][C:17]3[S:18][CH:19]=[CH:20][CH:21]=3)=[CH:9][CH:8]=2)[CH2:3]1.C[Si]([N-][Si](C)(C)C)(C)C.[Li+].[O:34](CC1C=CC=CC=1)[P:35]([O:34][P:35](OCC1C=CC=CC=1)([O:36]CC1C=CC=CC=1)=[O:44])(=[O:44])[O:36]CC1C=CC=CC=1.Br.C(O)(=O)C.C([SiH](C(C)C)C(C)C)(C)C. The catalyst is C1COCC1.CCOCC.C(#N)C. The product is [P:35]([OH:44])([OH:36])([O:23][CH2:22][C@@:2]1([NH2:1])[CH2:6][CH2:5][C@@H:4]([C:7]2[CH:12]=[CH:11][C:10]([O:13][CH2:14][CH2:15][CH2:16][C:17]3[S:18][CH:19]=[CH:20][CH:21]=3)=[CH:9][CH:8]=2)[CH2:3]1)=[O:34]. The yield is 0.387.